From a dataset of Reaction yield outcomes from USPTO patents with 853,638 reactions. Predict the reaction yield, written as a fraction of the theoretical maximum amount of product (1.0 means a 100% yield; for example, 0.34 means a 34% yield). (1) The reactants are [CH3:1][CH:2]([CH3:10])[CH2:3][C:4](=[O:9])[CH2:5][C:6](=[O:8])[CH3:7].[H-].[Na+].[CH2:13]([O:15][C:16](=[O:19])[CH2:17]Br)[CH3:14]. The catalyst is O1CCCC1. The product is [CH2:13]([O:15][C:16](=[O:19])[CH2:17][CH:5]([C:6](=[O:8])[CH3:7])[C:4](=[O:9])[CH2:3][CH:2]([CH3:10])[CH3:1])[CH3:14]. The yield is 0.730. (2) The reactants are [NH2:1][C:2]1[C:7]([NH2:8])=[CH:6][C:5]([Br:9])=[CH:4][N:3]=1.[CH:10](O)=O. No catalyst specified. The product is [Br:9][C:5]1[CH:6]=[C:7]2[NH:8][CH:10]=[N:1][C:2]2=[N:3][CH:4]=1. The yield is 0.950. (3) The reactants are [F:1][C:2]1[CH:7]=[CH:6][C:5]([CH2:8][C:9](=O)[CH3:10])=[C:4]([N+:12]([O-])=O)[CH:3]=1. The catalyst is [C-]#[O+].[C-]#[O+].[C-]#[O+].[C-]#[O+].[C-]#[O+].[C-]#[O+].[C-]#[O+].[C-]#[O+].[C-]#[O+].[C-]#[O+].[C-]#[O+].[C-]#[O+].[Ru].[Ru].[Ru].N1C2C(=CC=C3C=2N=CC=C3)C=CC=1.C1(C)C=CC=CC=1. The product is [F:1][C:2]1[CH:3]=[C:4]2[C:5]([CH:8]=[C:9]([CH3:10])[NH:12]2)=[CH:6][CH:7]=1. The yield is 0.940. (4) The reactants are [CH2:1]([O:5][C:6]1[CH:10]=[C:9]([CH2:11][C:12]([OH:14])=O)[N:8]([CH2:15][C:16]2[CH:21]=[CH:20][C:19]([Cl:22])=[CH:18][C:17]=2[Cl:23])[N:7]=1)[CH2:2][CH2:3][CH3:4].[CH2:24]([S:29]([NH2:32])(=[O:31])=[O:30])[CH2:25][CH2:26][CH2:27][CH3:28].N12CCCN=C1CCCCC2. The catalyst is O1CCCC1. The product is [CH2:1]([O:5][C:6]1[CH:10]=[C:9]([CH2:11][C:12]([NH:32][S:29]([CH2:24][CH2:25][CH2:26][CH2:27][CH3:28])(=[O:31])=[O:30])=[O:14])[N:8]([CH2:15][C:16]2[CH:21]=[CH:20][C:19]([Cl:22])=[CH:18][C:17]=2[Cl:23])[N:7]=1)[CH2:2][CH2:3][CH3:4]. The yield is 0.250. (5) The yield is 0.510. The catalyst is CC#N. The reactants are I[CH2:2][CH:3]1[CH2:7][C:6]2[CH:8]=[C:9]([C:12]([F:15])([F:14])[F:13])[CH:10]=[CH:11][C:5]=2[O:4]1.C(=O)([O-])[O-].[K+].[K+].[NH:22]1[CH2:27][CH2:26][NH:25][CH2:24][CH2:23]1. The product is [F:13][C:12]([F:15])([F:14])[C:9]1[CH:10]=[CH:11][C:5]2[O:4][CH:3]([CH2:2][N:22]3[CH2:27][CH2:26][NH:25][CH2:24][CH2:23]3)[CH2:7][C:6]=2[CH:8]=1. (6) The reactants are [Cl:1][C:2]1[N:3]=[C:4]([O:20][CH:21]2[CH2:26][CH2:25][O:24][CH2:23][CH2:22]2)[C:5]2[C:10](I)=[CH:9][N:8]([CH2:12][O:13][CH2:14][CH2:15][Si:16]([CH3:19])([CH3:18])[CH3:17])[C:6]=2[N:7]=1.[N:27]1[CH:32]=[CH:31][C:30](B(O)O)=[CH:29][CH:28]=1.O1CCOCC1.C(=O)([O-])[O-].[Na+].[Na+]. The catalyst is [Pd].C1(P(C2C=CC=CC=2)C2C=CC=CC=2)C=CC=CC=1.C1(P(C2C=CC=CC=2)C2C=CC=CC=2)C=CC=CC=1.C1(P(C2C=CC=CC=2)C2C=CC=CC=2)C=CC=CC=1.C1(P(C2C=CC=CC=2)C2C=CC=CC=2)C=CC=CC=1.O. The product is [Cl:1][C:2]1[N:3]=[C:4]([O:20][CH:21]2[CH2:26][CH2:25][O:24][CH2:23][CH2:22]2)[C:5]2[C:10]([C:30]3[CH:31]=[CH:32][N:27]=[CH:28][CH:29]=3)=[CH:9][N:8]([CH2:12][O:13][CH2:14][CH2:15][Si:16]([CH3:19])([CH3:18])[CH3:17])[C:6]=2[N:7]=1. The yield is 0.505. (7) The reactants are [O:1]1[C:5]2[CH:6]=[CH:7][C:8]([C:10]3(O)[C:18]4[C:13](=[N:14][CH:15]=[CH:16][CH:17]=4)[N:12]([CH2:19][CH2:20][CH2:21][CH2:22][CH3:23])[C:11]3=[O:24])=[CH:9][C:4]=2[O:3][CH2:2]1.C(N(S(F)(F)[F:32])CC)C. The catalyst is C(Cl)(Cl)Cl.CCOCC. The product is [O:1]1[C:5]2[CH:6]=[CH:7][C:8]([C:10]3([F:32])[C:18]4[C:13](=[N:14][CH:15]=[CH:16][CH:17]=4)[N:12]([CH2:19][CH2:20][CH2:21][CH2:22][CH3:23])[C:11]3=[O:24])=[CH:9][C:4]=2[O:3][CH2:2]1. The yield is 0.640.